Dataset: Reaction yield outcomes from USPTO patents with 853,638 reactions. Task: Predict the reaction yield, written as a fraction of the theoretical maximum amount of product (1.0 means a 100% yield; for example, 0.34 means a 34% yield). (1) The reactants are Br[C:2]1[N:7]=[C:6]([NH:8][C:9]2[S:10][C:11]([CH2:14][NH:15][C:16]3[C:17]([F:29])=[CH:18][C:19]([F:28])=[C:20]([CH:27]=3)[C:21]([NH:23][CH:24]3[CH2:26][CH2:25]3)=[O:22])=[CH:12][N:13]=2)[CH:5]=[CH:4][CH:3]=1.[CH3:30][N:31]1[CH2:36][CH2:35][NH:34][CH2:33][CH2:32]1. The catalyst is C(Cl)Cl. The product is [CH:24]1([NH:23][C:21](=[O:22])[C:20]2[CH:27]=[C:16]([NH:15][CH2:14][C:11]3[S:10][C:9]([NH:8][C:6]4[CH:5]=[CH:4][CH:3]=[C:2]([N:34]5[CH2:35][CH2:36][N:31]([CH3:30])[CH2:32][CH2:33]5)[N:7]=4)=[N:13][CH:12]=3)[C:17]([F:29])=[CH:18][C:19]=2[F:28])[CH2:26][CH2:25]1. The yield is 0.550. (2) The reactants are [CH3:1][C:2]1[N:3]=[CH:4][NH:5][CH:6]=1.Cl[C:8]1[CH:13]=[CH:12][C:11]([N+:14]([O-:16])=[O:15])=[CH:10][C:9]=1[O:17][CH3:18].[OH-].[K+].O. The catalyst is CS(C)=O. The product is [CH3:18][O:17][C:9]1[CH:10]=[C:11]([N+:14]([O-:16])=[O:15])[CH:12]=[CH:13][C:8]=1[N:5]1[CH:6]=[C:2]([CH3:1])[N:3]=[CH:4]1. The yield is 0.200. (3) The reactants are [Li+].CC([N-]C(C)C)C.[Br:9][C:10]1[CH:11]=[N:12][CH:13]=[C:14]([Cl:16])[CH:15]=1.Cl[C:18]([O:20][CH2:21][CH3:22])=[O:19]. The catalyst is C1COCC1. The product is [Br:9][C:10]1[CH:11]=[N:12][CH:13]=[C:14]([Cl:16])[C:15]=1[C:18]([O:20][CH2:21][CH3:22])=[O:19]. The yield is 0.850. (4) The reactants are [C:1]([C:3]1[CH:8]=[CH:7][C:6]([C:9]2[CH:10]=[N:11][N:12]3[CH:17]=[CH:16][C:15]([C:18]4[CH:26]=[CH:25][C:21]([C:22]([OH:24])=O)=[CH:20][CH:19]=4)=[N:14][C:13]=23)=[CH:5][CH:4]=1)#[N:2].CN1CCOCC1.CN(C(ON1N=NC2C=CC=NC1=2)=[N+](C)C)C.F[P-](F)(F)(F)(F)F.[CH3:58][C:59]1([NH:65][C:66](=[O:72])[O:67][C:68]([CH3:71])([CH3:70])[CH3:69])[CH2:64][CH2:63][NH:62][CH2:61][CH2:60]1. The catalyst is CN(C=O)C.CCOC(C)=O. The product is [C:1]([C:3]1[CH:4]=[CH:5][C:6]([C:9]2[CH:10]=[N:11][N:12]3[CH:17]=[CH:16][C:15]([C:18]4[CH:26]=[CH:25][C:21]([C:22]([N:62]5[CH2:61][CH2:60][C:59]([NH:65][C:66](=[O:72])[O:67][C:68]([CH3:71])([CH3:70])[CH3:69])([CH3:58])[CH2:64][CH2:63]5)=[O:24])=[CH:20][CH:19]=4)=[N:14][C:13]=23)=[CH:7][CH:8]=1)#[N:2]. The yield is 0.425. (5) The reactants are C([O:8][N:9]1[C:15](=[O:16])[N:14]2[CH2:17][C@H:10]1[CH2:11][CH2:12][C@H:13]2[C:18]([NH:20][NH:21][C:22]1[CH:23]=[N:24][CH:25]=[CH:26][CH:27]=1)=[O:19])C1C=CC=CC=1. The catalyst is CO.[Pd]. The product is [OH:8][N:9]1[C:15](=[O:16])[N:14]2[CH2:17][C@H:10]1[CH2:11][CH2:12][C@H:13]2[C:18]([NH:20][NH:21][C:22]1[CH:23]=[N:24][CH:25]=[CH:26][CH:27]=1)=[O:19]. The yield is 0.870. (6) The reactants are [Cl:1][C:2]1[CH:7]=[CH:6][C:5]([CH:8]([OH:38])[C:9]2[C:10]([C:36]#[N:37])=[C:11]([C:25]3[CH:30]=[CH:29][N:28]=[C:27]([NH:31][C:32](=[O:35])[O:33][CH3:34])[CH:26]=3)[S:12][C:13]=2[C:14]2[N:18]=[CH:17][N:16](C3CCCCO3)[N:15]=2)=[CH:4][CH:3]=1.O1CCOCC1.Cl.O. The catalyst is CCCCCC. The product is [Cl:1][C:2]1[CH:3]=[CH:4][C:5]([CH:8]([OH:38])[C:9]2[C:10]([C:36]#[N:37])=[C:11]([C:25]3[CH:30]=[CH:29][N:28]=[C:27]([NH:31][C:32](=[O:35])[O:33][CH3:34])[CH:26]=3)[S:12][C:13]=2[C:14]2[NH:18][CH:17]=[N:16][N:15]=2)=[CH:6][CH:7]=1. The yield is 0.820.